Dataset: TCR-epitope binding with 47,182 pairs between 192 epitopes and 23,139 TCRs. Task: Binary Classification. Given a T-cell receptor sequence (or CDR3 region) and an epitope sequence, predict whether binding occurs between them. (1) The epitope is FLLNKEMYL. The TCR CDR3 sequence is CASSLQLGENTEAFF. Result: 0 (the TCR does not bind to the epitope). (2) The epitope is WICLLQFAY. The TCR CDR3 sequence is CASSQSTDTQYF. Result: 1 (the TCR binds to the epitope). (3) The epitope is LPPAYTNSF. The TCR CDR3 sequence is CASRKGQGDWEAFF. Result: 0 (the TCR does not bind to the epitope). (4) The epitope is KLWAQCVQL. The TCR CDR3 sequence is CASSEPSTANEQFF. Result: 0 (the TCR does not bind to the epitope). (5) The epitope is QYDPVAALF. The TCR CDR3 sequence is CASSLGAGGPSDTQYF. Result: 1 (the TCR binds to the epitope). (6) The epitope is IVTDFSVIK. The TCR CDR3 sequence is CSANVRQSNTGELFF. Result: 1 (the TCR binds to the epitope). (7) The TCR CDR3 sequence is CSVGDAGELFF. Result: 0 (the TCR does not bind to the epitope). The epitope is ISPRTLNAW.